From a dataset of Catalyst prediction with 721,799 reactions and 888 catalyst types from USPTO. Predict which catalyst facilitates the given reaction. (1) Reactant: [CH3:1][O:2][C:3]1[CH:4]=[CH:5][C:6]2[NH:12][C:11](=[O:13])[N:10]([CH:14]3[CH2:19][CH2:18][NH:17][CH2:16][CH2:15]3)[CH2:9][CH2:8][C:7]=2[CH:20]=1.Cl[C:22]1[N:27]=[C:26]([O:28][CH3:29])[N:25]=[C:24]([O:30][C:31]2[CH:40]=[C:39]([CH3:41])[C:34]3[NH:35][C:36](=[O:38])[O:37][C:33]=3[CH:32]=2)[CH:23]=1.CCN(C(C)C)C(C)C. Product: [CH3:29][O:28][C:26]1[N:25]=[C:24]([O:30][C:31]2[CH:40]=[C:39]([CH3:41])[C:34]3[NH:35][C:36](=[O:38])[O:37][C:33]=3[CH:32]=2)[CH:23]=[C:22]([N:17]2[CH2:18][CH2:19][CH:14]([N:10]3[CH2:9][CH2:8][C:7]4[CH:20]=[C:3]([O:2][CH3:1])[CH:4]=[CH:5][C:6]=4[NH:12][C:11]3=[O:13])[CH2:15][CH2:16]2)[N:27]=1. The catalyst class is: 3. (2) Reactant: [C:1]1([C@@H:7]2[CH2:11][N:10]([CH:12]3[CH2:17][CH2:16][O:15][CH2:14][CH2:13]3)[C:9](=[O:18])[N:8]2[CH:19]2[CH2:24][CH2:23][NH:22][CH2:21][CH2:20]2)[CH:6]=[CH:5][CH:4]=[CH:3][CH:2]=1.Br[CH2:26][C:27]1[CH:34]=[CH:33][C:30]([C:31]#[N:32])=[CH:29][CH:28]=1. Product: [O:18]=[C:9]1[N:10]([CH:12]2[CH2:13][CH2:14][O:15][CH2:16][CH2:17]2)[CH2:11][C@@H:7]([C:1]2[CH:2]=[CH:3][CH:4]=[CH:5][CH:6]=2)[N:8]1[CH:19]1[CH2:24][CH2:23][N:22]([CH2:26][C:27]2[CH:34]=[CH:33][C:30]([C:31]#[N:32])=[CH:29][CH:28]=2)[CH2:21][CH2:20]1. The catalyst class is: 23. (3) Reactant: [NH2:1][CH2:2][C@H:3]1[O:9][CH2:8][CH2:7][N:6]([C:10]([O:12][C:13]([CH3:16])([CH3:15])[CH3:14])=[O:11])[CH2:5][C@H:4]1[C:17]1[CH:22]=[CH:21][C:20]([Cl:23])=[C:19]([Cl:24])[CH:18]=1.C(N(CC)CC)C.Cl[C:33]([O:35][C:36]1[CH:41]=[CH:40][C:39]([N+:42]([O-:44])=[O:43])=[CH:38][CH:37]=1)=[O:34].O. Product: [Cl:24][C:19]1[CH:18]=[C:17]([C@H:4]2[C@@H:3]([CH2:2][NH:1][C:33]([O:35][C:36]3[CH:37]=[CH:38][C:39]([N+:42]([O-:44])=[O:43])=[CH:40][CH:41]=3)=[O:34])[O:9][CH2:8][CH2:7][N:6]([C:10]([O:12][C:13]([CH3:16])([CH3:15])[CH3:14])=[O:11])[CH2:5]2)[CH:22]=[CH:21][C:20]=1[Cl:23]. The catalyst class is: 1.